Predict which catalyst facilitates the given reaction. From a dataset of Catalyst prediction with 721,799 reactions and 888 catalyst types from USPTO. (1) Reactant: [CH3:1][C:2]1[N:7]=[C:6]([O:8][C:9]2[CH:16]=[CH:15][C:12]([C:13]#[N:14])=[CH:11][CH:10]=2)[CH:5]=[CH:4][C:3]=1[CH2:17][N:18]1[CH2:23][CH2:22][CH:21]([N:24]2[C@H:28]([C:29]3[CH:34]=[CH:33][CH:32]=[CH:31][CH:30]=3)[CH2:27][O:26][C:25]2=[O:35])[CH2:20][CH2:19]1.[NH4+].[Cl-].[N-:38]=[N+:39]=[N-:40].[Na+]. Product: [CH3:1][C:2]1[C:3]([CH2:17][N:18]2[CH2:23][CH2:22][CH:21]([N:24]3[C@H:28]([C:29]4[CH:30]=[CH:31][CH:32]=[CH:33][CH:34]=4)[CH2:27][O:26][C:25]3=[O:35])[CH2:20][CH2:19]2)=[CH:4][CH:5]=[C:6]([O:8][C:9]2[CH:16]=[CH:15][C:12]([C:13]3[N:38]=[N:39][NH:40][N:14]=3)=[CH:11][CH:10]=2)[N:7]=1. The catalyst class is: 3. (2) The catalyst class is: 128. Reactant: [CH3:1][C:2]1[N:7]=[C:6]([N:8]2[CH2:13][CH2:12][C:11](=[CH:14][C:15]#[CH:16])[CH2:10][CH2:9]2)[C:5]([N+:17]([O-:19])=[O:18])=[CH:4][CH:3]=1.O.O.O.C([O-])(=O)C.[Na+].Br[C:29]1[CH:34]=[C:33]([F:35])[CH:32]=[C:31]([F:36])[CH:30]=1. Product: [F:35][C:33]1[CH:34]=[C:29]([C:16]#[C:15][CH:14]=[C:11]2[CH2:12][CH2:13][N:8]([C:6]3[C:5]([N+:17]([O-:19])=[O:18])=[CH:4][CH:3]=[C:2]([CH3:1])[N:7]=3)[CH2:9][CH2:10]2)[CH:30]=[C:31]([F:36])[CH:32]=1. (3) Reactant: [F:1][C:2]1[CH:7]=[CH:6][CH:5]=[CH:4][C:3]=1[C:8]1[CH2:17][C:16](=[O:18])[C:15]2[C:10](=[CH:11][CH:12]=[C:13]3[O:21]C[O:19][C:14]3=2)[N:9]=1. Product: [F:1][C:2]1[CH:7]=[CH:6][CH:5]=[CH:4][C:3]=1[C:8]1[CH2:17][C:16](=[O:18])[C:15]2[C:10](=[CH:11][CH:12]=[C:13]([OH:21])[C:14]=2[OH:19])[N:9]=1. The catalyst class is: 19. (4) Reactant: [CH3:1][C:2]1([CH3:10])[C:7]([CH2:8][OH:9])=[CH:6][CH2:5][CH2:4][CH2:3]1.N1C=CC=CC=1.CC(OI1(OC(C)=O)(OC(C)=O)OC(=O)C2C=CC=CC1=2)=O.[OH-].[Na+]. Product: [CH3:1][C:2]1([CH3:10])[C:7]([CH:8]=[O:9])=[CH:6][CH2:5][CH2:4][CH2:3]1. The catalyst class is: 46. (5) Reactant: [CH3:1][CH:2]([C:15]1[CH:16]=[C:17]([CH:22]=[CH:23][CH:24]=1)[C:18]([O:20]C)=[O:19])[CH2:3][C:4]1[C:13]2[CH2:12][CH2:11][CH2:10][CH2:9][C:8]=2[C:7](=[O:14])[NH:6][N:5]=1.O[Li].O. Product: [CH3:1][CH:2]([C:15]1[CH:16]=[C:17]([CH:22]=[CH:23][CH:24]=1)[C:18]([OH:20])=[O:19])[CH2:3][C:4]1[C:13]2[CH2:12][CH2:11][CH2:10][CH2:9][C:8]=2[C:7](=[O:14])[NH:6][N:5]=1. The catalyst class is: 30.